Dataset: Full USPTO retrosynthesis dataset with 1.9M reactions from patents (1976-2016). Task: Predict the reactants needed to synthesize the given product. Given the product [CH2:1]([C:8]1[CH:9]=[CH:10][C:11]([CH2:14][NH:15][C:29]([C@@H:24]2[C@@H:25]([OH:28])[CH2:26][CH2:27][NH:23]2)=[O:30])=[CH:12][CH:13]=1)[CH2:2][CH2:3][CH2:4][CH2:5][CH2:6][CH3:7], predict the reactants needed to synthesize it. The reactants are: [CH2:1]([C:8]1[CH:13]=[CH:12][C:11]([CH2:14][NH2:15])=[CH:10][CH:9]=1)[CH2:2][CH2:3][CH2:4][CH2:5][CH2:6][CH3:7].C(OC([N:23]1[CH2:27][CH2:26][C@H:25]([OH:28])[C@H:24]1[C:29](O)=[O:30])=O)(C)(C)C.